Dataset: Forward reaction prediction with 1.9M reactions from USPTO patents (1976-2016). Task: Predict the product of the given reaction. (1) Given the reactants [C:1]([NH:4][C@@H:5]1[CH2:9][CH2:8][N:7]([CH2:10][C:11]2[C:32]([C:33]([F:36])([F:35])[F:34])=[CH:31][C:14]([C:15]([NH:17][CH2:18][C:19]3[CH:24]=[C:23]([Cl:25])[CH:22]=[CH:21][C:20]=3[S:26]([CH2:29][CH3:30])(=[O:28])=[O:27])=[O:16])=[C:13]([NH2:37])[CH:12]=2)[CH2:6]1)(=[O:3])[CH3:2].C(OC(=O)C1C=C(C(F)(F)F)C(C=O)=C([Cl:54])C=1N)C, predict the reaction product. The product is: [C:1]([NH:4][C@@H:5]1[CH2:9][CH2:8][N:7]([CH2:10][C:11]2[C:32]([C:33]([F:35])([F:36])[F:34])=[CH:31][C:14]([C:15]([NH:17][CH2:18][C:19]3[CH:24]=[C:23]([Cl:25])[CH:22]=[CH:21][C:20]=3[S:26]([CH2:29][CH3:30])(=[O:27])=[O:28])=[O:16])=[C:13]([NH2:37])[C:12]=2[Cl:54])[CH2:6]1)(=[O:3])[CH3:2]. (2) Given the reactants [NH:1]1[CH:5]=[CH:4][N:3]=[C:2]1[C:6]1[CH2:7][CH2:8][N:9]([C:12]([O:14][C:15]([CH3:18])([CH3:17])[CH3:16])=[O:13])[CH2:10][CH:11]=1, predict the reaction product. The product is: [NH:1]1[CH:5]=[CH:4][N:3]=[C:2]1[CH:6]1[CH2:11][CH2:10][N:9]([C:12]([O:14][C:15]([CH3:18])([CH3:17])[CH3:16])=[O:13])[CH2:8][CH2:7]1. (3) Given the reactants [CH2:1]([O:8][C:9]1[CH:10]=[C:11]2[C:15](=[CH:16][CH:17]=1)[NH:14][CH:13]=[C:12]2[C:18](=[O:36])[CH2:19]C1CCN(C(OCC2C=CC=CC=2)=O)CC1)[C:2]1[CH:7]=[CH:6][CH:5]=[CH:4][CH:3]=1.[C:37]([N:47]1[CH2:52][CH2:51][CH:50]([CH:53](C)C(Cl)=O)[CH2:49][CH2:48]1)([O:39][CH2:40][C:41]1[CH:46]=[CH:45][CH:44]=[CH:43][CH:42]=1)=[O:38], predict the reaction product. The product is: [CH2:1]([O:8][C:9]1[CH:10]=[C:11]2[C:15](=[CH:16][CH:17]=1)[NH:14][CH:13]=[C:12]2[C:18](=[O:36])[CH2:19][CH2:53][CH:50]1[CH2:51][CH2:52][N:47]([C:37]([O:39][CH2:40][C:41]2[CH:42]=[CH:43][CH:44]=[CH:45][CH:46]=2)=[O:38])[CH2:48][CH2:49]1)[C:2]1[CH:7]=[CH:6][CH:5]=[CH:4][CH:3]=1. (4) Given the reactants [C@H:1]12[CH2:8][CH2:7][CH2:6][C@H:5]1[CH2:4][NH:3][C@@H:2]2[CH2:9][NH:10][C:11]([C:13]1[N:20]2[C:16]([S:17][CH:18]=[CH:19]2)=[N:15][C:14]=1[CH3:21])=[O:12].[CH3:22][C:23]1[CH:24]=[C:25]([C:29]2[C:30]([C:35](O)=[O:36])=[CH:31][CH:32]=[CH:33][CH:34]=2)[CH:26]=[CH:27][CH:28]=1, predict the reaction product. The product is: [CH3:22][C:23]1[CH:24]=[C:25]([C:29]2[C:30]([C:35]([N:3]3[CH2:4][C@H:5]4[C@H:1]([CH2:8][CH2:7][CH2:6]4)[C@H:2]3[CH2:9][NH:10][C:11]([C:13]3[N:20]4[C:16]([S:17][CH:18]=[CH:19]4)=[N:15][C:14]=3[CH3:21])=[O:12])=[O:36])=[CH:31][CH:32]=[CH:33][CH:34]=2)[CH:26]=[CH:27][CH:28]=1.